Predict the product of the given reaction. From a dataset of Forward reaction prediction with 1.9M reactions from USPTO patents (1976-2016). Given the reactants COC1C=CC(N2CCN(CCC3C=CC=CC=3)CC2)=CC=1.[F:23][C:24]1[CH:29]=[C:28]([O:30]C)[C:27]([F:32])=[CH:26][C:25]=1[N:33]1[CH2:38][CH2:37][N:36]([C:39](=[O:48])[CH2:40][CH2:41][C:42]2[CH:47]=[CH:46][CH:45]=[CH:44][CH:43]=2)[CH2:35][CH2:34]1, predict the reaction product. The product is: [F:23][C:24]1[CH:29]=[C:28]([OH:30])[C:27]([F:32])=[CH:26][C:25]=1[N:33]1[CH2:38][CH2:37][N:36]([C:39](=[O:48])[CH2:40][CH2:41][C:42]2[CH:47]=[CH:46][CH:45]=[CH:44][CH:43]=2)[CH2:35][CH2:34]1.